From a dataset of Reaction yield outcomes from USPTO patents with 853,638 reactions. Predict the reaction yield, written as a fraction of the theoretical maximum amount of product (1.0 means a 100% yield; for example, 0.34 means a 34% yield). The reactants are [NH2:1][C:2]1[CH:3]=[C:4]([C:14]2[CH:15]=[N:16][C:17]([C:20]([OH:23])([CH3:22])[CH3:21])=[N:18][CH:19]=2)[CH:5]=[C:6]([CH:9]2[CH2:13][CH2:12][CH2:11][O:10]2)[C:7]=1[NH2:8].[CH2:24]([NH:26][C:27]([NH:29][C:30](SC)=NC(=O)NCC)=[O:28])[CH3:25]. The catalyst is O1CCOCC1.OS(O)(=O)=O. The product is [CH2:24]([NH:26][C:27]([NH:29][C:30]1[NH:8][C:7]2[C:6]([CH:9]3[CH2:13][CH2:12][CH2:11][O:10]3)=[CH:5][C:4]([C:14]3[CH:19]=[N:18][C:17]([C:20]([OH:23])([CH3:21])[CH3:22])=[N:16][CH:15]=3)=[CH:3][C:2]=2[N:1]=1)=[O:28])[CH3:25]. The yield is 0.820.